This data is from Forward reaction prediction with 1.9M reactions from USPTO patents (1976-2016). The task is: Predict the product of the given reaction. (1) Given the reactants [Br:1][CH2:2][C:3]([NH:5][C:6]1[CH:10]=[CH:9][O:8][N:7]=1)=[O:4].[N:11]12[CH2:18][CH2:17][CH:14]([CH2:15][CH2:16]1)[C@@H:13]([O:19][C:20](=[O:37])[C:21]([OH:36])([C:28]1[CH:33]=[CH:32][C:31]([O:34][CH3:35])=[CH:30][CH:29]=1)[C:22]1[CH:27]=[CH:26][CH:25]=[CH:24][CH:23]=1)[CH2:12]2, predict the reaction product. The product is: [Br-:1].[OH:36][C:21]([C:28]1[CH:33]=[CH:32][C:31]([O:34][CH3:35])=[CH:30][CH:29]=1)([C:22]1[CH:27]=[CH:26][CH:25]=[CH:24][CH:23]=1)[C:20]([O:19][C@@H:13]1[CH:14]2[CH2:15][CH2:16][N+:11]([CH2:2][C:3](=[O:4])[NH:5][C:6]3[CH:10]=[CH:9][O:8][N:7]=3)([CH2:18][CH2:17]2)[CH2:12]1)=[O:37]. (2) The product is: [CH3:9][C:10]1[N:11]=[CH:12][N:13]([C:2]2[CH:3]=[CH:4][C:5]([NH2:8])=[N:6][CH:7]=2)[CH:14]=1. Given the reactants I[C:2]1[CH:3]=[CH:4][C:5]([NH2:8])=[N:6][CH:7]=1.[CH3:9][C:10]1[N:11]=[CH:12][NH:13][CH:14]=1.C([O-])([O-])=O.[Cs+].[Cs+], predict the reaction product. (3) Given the reactants [Br:1][C:2]1[CH:7]=[CH:6][C:5]([CH2:8][NH2:9])=[CH:4][CH:3]=1.[CH3:10][S:11](Cl)(=[O:13])=[O:12], predict the reaction product. The product is: [Br:1][C:2]1[CH:7]=[CH:6][C:5]([CH2:8][NH:9][S:11]([CH3:10])(=[O:13])=[O:12])=[CH:4][CH:3]=1. (4) Given the reactants [C:1]([O:5][C:6](=[O:17])[NH:7][C:8]1[CH:13]=[C:12]([O:14][CH3:15])[CH:11]=[CH:10][C:9]=1[NH2:16])([CH3:4])([CH3:3])[CH3:2].C([O:22][C:23](=O)[CH2:24][C:25](=[O:38])[C:26]1[CH:31]=[CH:30][CH:29]=[C:28]([C:32]2[CH:33]=[N:34][CH:35]=[CH:36][CH:37]=2)[CH:27]=1)(C)(C)C, predict the reaction product. The product is: [C:1]([O:5][C:6](=[O:17])[NH:7][C:8]1[CH:13]=[C:12]([O:14][CH3:15])[CH:11]=[CH:10][C:9]=1[NH:16][C:23](=[O:22])[CH2:24][C:25](=[O:38])[C:26]1[CH:31]=[CH:30][CH:29]=[C:28]([C:32]2[CH:33]=[N:34][CH:35]=[CH:36][CH:37]=2)[CH:27]=1)([CH3:4])([CH3:2])[CH3:3]. (5) Given the reactants [Br:1][C:2]1[CH:3]=[CH:4][C:5]2[S:9][C:8]([CH2:10][CH2:11][C:12](OC(C)(C)C)=[O:13])=[C:7]([CH3:19])[C:6]=2[CH:20]=1.[H-].C([Al+]CC(C)C)C(C)C, predict the reaction product. The product is: [Br:1][C:2]1[CH:3]=[CH:4][C:5]2[S:9][C:8]([CH2:10][CH2:11][CH2:12][OH:13])=[C:7]([CH3:19])[C:6]=2[CH:20]=1. (6) Given the reactants Br[C:2]1[C:3](C2C=CC=CC=2)=[N:4][NH:5][CH:6]=1.C1C=C[C:16](/[CH:19]=[CH:20]/[C:21](/[CH:23]=[CH:24]/[C:25]2[CH:30]=[CH:29][CH:28]=[CH:27][CH:26]=2)=O)=[CH:17][CH:18]=1.C1C=C[C:34](/[CH:37]=[CH:38]/[C:39](/[CH:41]=[CH:42]/[C:43]2[CH:48]=[CH:47][CH:46]=[CH:45][CH:44]=2)=[O:40])=CC=1.C1C=CC(/C=C/C(/C=C/C2C=CC=CC=2)=O)=CC=1.[Pd:67].[Pd].Cl.C1C=CC(P(C2C=CC=CC=2)C2C=CC=CC=2)=CC=1, predict the reaction product. The product is: [CH2:2]([C:3]1[N:4]([C:48]2[CH:47]=[CH:46][CH:45]=[CH:44][C:43]=2[C:42]2[CH:34]=[CH:37][CH:38]=[C:39]([OH:40])[CH:41]=2)[N:5]=[C:24]([C:25]2[CH:26]=[CH:27][CH:28]=[CH:29][CH:30]=2)[C:23]=1[C:21]1[CH:18]=[CH:17][CH:16]=[CH:19][CH:20]=1)[CH3:6].[Pd:67]. (7) Given the reactants [CH2:1]([S:5]([NH:8][C:9]1[CH:10]=[C:11]([CH:15]([OH:26])[CH2:16][CH2:17][NH:18][C:19](=[O:25])[O:20][C:21]([CH3:24])([CH3:23])[CH3:22])[CH:12]=[CH:13][CH:14]=1)(=[O:7])=[O:6])[CH2:2][CH2:3][CH3:4].C1C=C[NH+]=CC=1.[O-][Cr](Cl)(=O)=O, predict the reaction product. The product is: [CH2:1]([S:5]([NH:8][C:9]1[CH:10]=[C:11]([C:15](=[O:26])[CH2:16][CH2:17][NH:18][C:19](=[O:25])[O:20][C:21]([CH3:24])([CH3:23])[CH3:22])[CH:12]=[CH:13][CH:14]=1)(=[O:7])=[O:6])[CH2:2][CH2:3][CH3:4].